The task is: Predict the reaction yield, written as a fraction of the theoretical maximum amount of product (1.0 means a 100% yield; for example, 0.34 means a 34% yield).. This data is from Reaction yield outcomes from USPTO patents with 853,638 reactions. (1) The reactants are [NH:1]1[C:10]2[C:5](=[CH:6][CH:7]=[N:8][C:9]=2[NH2:11])[CH2:4][CH2:3][CH2:2]1.[CH3:12]OC([O-])[O-]. The catalyst is C(O)=O. The product is [N:11]1[C:9]2=[C:10]3[C:5](=[CH:6][CH:7]=[N:8]2)[CH2:4][CH2:3][CH2:2][N:1]3[CH:12]=1. The yield is 0.800. (2) The reactants are C(O)(=O)C.Cl[C:6]1[NH:11][C:10](=[O:12])[N:9]=[C:8]([N:13]2[CH2:18][CH2:17][N:16]([C:19]3[CH:24]=[CH:23][C:22]([F:25])=[CH:21][CH:20]=3)[CH2:15][CH2:14]2)[N:7]=1. The catalyst is [OH-].[Pd+2].[OH-].O. The product is [F:25][C:22]1[CH:23]=[CH:24][C:19]([N:16]2[CH2:15][CH2:14][N:13]([C:8]3[N:7]=[CH:6][NH:11][C:10](=[O:12])[N:9]=3)[CH2:18][CH2:17]2)=[CH:20][CH:21]=1. The yield is 0.990.